Dataset: Reaction yield outcomes from USPTO patents with 853,638 reactions. Task: Predict the reaction yield, written as a fraction of the theoretical maximum amount of product (1.0 means a 100% yield; for example, 0.34 means a 34% yield). (1) The reactants are [F:1][C:2]([F:26])([F:25])[C:3]1[N:7]2[N:8]=[C:9]([N:12]3[CH2:17][CH2:16][CH:15]([C:18]4[CH:23]=[CH:22][C:21]([OH:24])=[CH:20][CH:19]=4)[CH2:14][CH2:13]3)[CH:10]=[CH:11][C:6]2=[N:5][N:4]=1.C1(P(C2C=CC=CC=2)C2C=CC=CC=2)C=CC=CC=1.O[CH2:47][CH2:48][N:49]1[CH2:54][CH2:53][N:52]([C:55](=[O:57])[CH3:56])[CH2:51][CH2:50]1.N(C(OC(C)C)=O)=NC(OC(C)C)=O. The catalyst is ClCCl.CCCCCCC. The product is [C:55]([N:52]1[CH2:53][CH2:54][N:49]([CH2:48][CH2:47][O:24][C:21]2[CH:22]=[CH:23][C:18]([CH:15]3[CH2:16][CH2:17][N:12]([C:9]4[CH:10]=[CH:11][C:6]5[N:7]([C:3]([C:2]([F:1])([F:25])[F:26])=[N:4][N:5]=5)[N:8]=4)[CH2:13][CH2:14]3)=[CH:19][CH:20]=2)[CH2:50][CH2:51]1)(=[O:57])[CH3:56]. The yield is 0.840. (2) The reactants are [Cl:1][C:2]1[C:7]([N+:8]([O-])=O)=[C:6]([Cl:11])[CH:5]=[C:4]([CH3:12])[N:3]=1.CO. The catalyst is [Ni].O1CCOCC1. The product is [Cl:1][C:2]1[C:7]([NH2:8])=[C:6]([Cl:11])[CH:5]=[C:4]([CH3:12])[N:3]=1. The yield is 0.940.